From a dataset of Experimental lipophilicity measurements (octanol/water distribution) for 4,200 compounds from AstraZeneca. Regression/Classification. Given a drug SMILES string, predict its absorption, distribution, metabolism, or excretion properties. Task type varies by dataset: regression for continuous measurements (e.g., permeability, clearance, half-life) or binary classification for categorical outcomes (e.g., BBB penetration, CYP inhibition). For this dataset (lipophilicity_astrazeneca), we predict Y. (1) The drug is O=C1CCC(=O)N1C(CCc1ccncc1)COc1ccc(-c2cccc([N+](=O)[O-])c2)cc1. The Y is 3.88 logD. (2) The molecule is C[C@H](Nc1ncc(F)c(Nc2cc(C3CC3)[nH]n2)n1)c1ncc(F)cn1. The Y is 2.47 logD. (3) The drug is O=C(NCc1ccccc1)c1cccnc1Oc1ccccc1. The Y is 3.00 logD. (4) The Y is 3.60 logD. The drug is N#Cc1cc(O)cc2nc(-c3ccc(O)cc3)oc12. (5) The drug is O=c1cc(-c2ccc(O)cc2)oc2ccc(O)cc12. The Y is 3.30 logD. (6) The drug is O=C(O)c1ccc(NC(=O)c2cc(OCc3ccccc3)cc(OCc3ccccc3)c2)nc1. The Y is 2.70 logD. (7) The molecule is CC(C)CCOc1ccc(N)cc1. The Y is 2.67 logD. (8) The molecule is CC(N)Cc1c[nH]c2ccc(OCc3cccs3)cc12. The Y is 0.480 logD.